This data is from Reaction yield outcomes from USPTO patents with 853,638 reactions. The task is: Predict the reaction yield, written as a fraction of the theoretical maximum amount of product (1.0 means a 100% yield; for example, 0.34 means a 34% yield). (1) The reactants are Cl[C:2]1[N:3]([CH2:18][C:19]2[CH:24]=[CH:23][C:22]([C:25]3[CH:30]=[CH:29][CH:28]=[CH:27][N:26]=3)=[CH:21][CH:20]=2)[CH:4]=[C:5]2[C:10]=1[C:9](=[O:11])[N:8]([CH3:12])[C:7](=[O:13])[N:6]2[CH2:14][CH:15]([CH3:17])[CH3:16].[NH2:31][C:32]1[CH:37]=[CH:36][CH:35]=[CH:34][CH:33]=1. No catalyst specified. The product is [N:26]1[CH:27]=[CH:28][CH:29]=[CH:30][C:25]=1[C:22]1[CH:21]=[CH:20][C:19]([CH2:18][N:3]2[C:2]([NH:31][C:32]3[CH:37]=[CH:36][CH:35]=[CH:34][CH:33]=3)=[C:10]3[C:5]([N:6]([CH2:14][CH:15]([CH3:17])[CH3:16])[C:7](=[O:13])[N:8]([CH3:12])[C:9]3=[O:11])=[CH:4]2)=[CH:24][CH:23]=1. The yield is 0.460. (2) The reactants are [N:1]1[CH:6]=[CH:5][N:4]=[CH:3][C:2]=1[C:7]#[C:8][CH2:9][N:10]1[C:14](=[O:15])[C:13]2=[CH:16][CH:17]=[CH:18][CH:19]=[C:12]2[C:11]1=[O:20].[H][H]. The catalyst is CN(C=O)C.[Pd]. The product is [N:1]1[CH:6]=[CH:5][N:4]=[CH:3][C:2]=1[CH2:7][CH2:8][CH2:9][N:10]1[C:14](=[O:15])[C:13]2=[CH:16][CH:17]=[CH:18][CH:19]=[C:12]2[C:11]1=[O:20]. The yield is 0.660. (3) The reactants are [CH3:1][C:2]1([CH3:16])[C:11]2[C:6](=[CH:7][C:8]([NH:12]C(=O)C)=[CH:9][CH:10]=2)[O:5][CH2:4][CH2:3]1.[OH-].[Na+]. The catalyst is Cl. The product is [CH3:1][C:2]1([CH3:16])[C:11]2[C:6](=[CH:7][C:8]([NH2:12])=[CH:9][CH:10]=2)[O:5][CH2:4][CH2:3]1. The yield is 0.920. (4) The reactants are [CH2:1]([O:3][C:4](=[O:28])[CH2:5][O:6][C:7]1[CH:12]=[CH:11][C:10]([CH2:13][CH2:14][CH2:15][CH2:16][NH:17]C(OCC2C=CC=CC=2)=O)=[CH:9][CH:8]=1)[CH3:2].[H][H]. The catalyst is [Pd].CO. The product is [CH2:1]([O:3][C:4](=[O:28])[CH2:5][O:6][C:7]1[CH:12]=[CH:11][C:10]([CH2:13][CH2:14][CH2:15][CH2:16][NH2:17])=[CH:9][CH:8]=1)[CH3:2]. The yield is 0.880.